Dataset: Cav3 T-type calcium channel HTS with 100,875 compounds. Task: Binary Classification. Given a drug SMILES string, predict its activity (active/inactive) in a high-throughput screening assay against a specified biological target. (1) The compound is O=c1nc2n([nH]c(c2c(c1)C)C)c1ccc(cc1)C. The result is 0 (inactive). (2) The drug is s1c2CCCCc2c(c1)C(=O)NNC(=S)NCC(C)C. The result is 0 (inactive). (3) The compound is Clc1c(C(=O)NCCC(=O)n2nc(cc2C)C)cccc1. The result is 0 (inactive). (4) The drug is O=C(N(C1CCCCC1)Cc1cc(OC)c(OC)cc1)c1cc2c(oc1=O)cccc2. The result is 0 (inactive). (5) The result is 0 (inactive). The compound is O(CC(O)CNC(C)C)c1c(cccc1C)C. (6) The molecule is O=C(c1c(n(NC(=O)c2c(O)cccc2)c(c1C(=O)C)C)C)C. The result is 0 (inactive). (7) The molecule is s1c(N2CCN(CC(=O)N3C(CCCC3C)C)CC2)nc(c1)c1ccc(F)cc1. The result is 0 (inactive). (8) The molecule is S(=O)(=O)(Nc1sc2c(n1)ccc(OCC)c2)c1cc2n(c(=O)n(c2cc1)C)C. The result is 0 (inactive). (9) The drug is o1[n+]([O-])c2c(n1)c1c(n(c(c1)c1ccccc1)C)cc2. The result is 0 (inactive). (10) The drug is OC(C1CCCCC1)(CCN1CCCC1)c1ccccc1. The result is 0 (inactive).